This data is from Reaction yield outcomes from USPTO patents with 853,638 reactions. The task is: Predict the reaction yield, written as a fraction of the theoretical maximum amount of product (1.0 means a 100% yield; for example, 0.34 means a 34% yield). The reactants are [CH2:1]([O:4][C:5]1[CH:10]=[CH:9][C:8]([CH3:11])=[CH:7][CH:6]=1)[CH2:2][CH3:3].C(O[O:17][C:18]([CH3:21])(C)C)(C)(C)C.[C]=O.[CH2:24]([OH:26])C. No catalyst specified. The product is [CH2:1]([O:4][C:5]1[CH:6]=[CH:7][C:8]([CH2:11][C:24]([O:17][CH2:18][CH3:21])=[O:26])=[CH:9][CH:10]=1)[CH2:2][CH3:3]. The yield is 0.790.